From a dataset of Reaction yield outcomes from USPTO patents with 853,638 reactions. Predict the reaction yield, written as a fraction of the theoretical maximum amount of product (1.0 means a 100% yield; for example, 0.34 means a 34% yield). The reactants are [CH3:1][C:2]1[NH:3][C:4]2[CH2:5][C:6]([CH3:29])([CH3:28])[CH2:7][C:8](=[O:27])[C:9]=2[C:10]=1[CH2:11][C:12]1[CH:17]=[CH:16][C:15]([S:18]([N:21]2[CH2:26][CH2:25][O:24][CH2:23][CH2:22]2)(=[O:20])=[O:19])=[CH:14][CH:13]=1.Br[CH2:31][C:32]([O:34][CH2:35][CH3:36])=[O:33].[I-].[K+].C(=O)([O-])[O-].[K+].[K+]. The catalyst is C(#N)C.ClCCl.CO. The product is [CH3:1][C:2]1[N:3]([CH2:31][C:32]([O:34][CH2:35][CH3:36])=[O:33])[C:4]2[CH2:5][C:6]([CH3:29])([CH3:28])[CH2:7][C:8](=[O:27])[C:9]=2[C:10]=1[CH2:11][C:12]1[CH:13]=[CH:14][C:15]([S:18]([N:21]2[CH2:22][CH2:23][O:24][CH2:25][CH2:26]2)(=[O:20])=[O:19])=[CH:16][CH:17]=1. The yield is 0.610.